This data is from Full USPTO retrosynthesis dataset with 1.9M reactions from patents (1976-2016). The task is: Predict the reactants needed to synthesize the given product. (1) Given the product [Br:15][C:8]1[CH:9]=[N:10][CH:11]=[C:12]2[C:7]=1[N:6]=[C:5]([CH2:3][OH:2])[CH:14]=[CH:13]2, predict the reactants needed to synthesize it. The reactants are: C[O:2][C:3]([C:5]1[CH:14]=[CH:13][C:12]2[C:7](=[C:8]([Br:15])[CH:9]=[N:10][CH:11]=2)[N:6]=1)=O.[BH4-].[Na+]. (2) Given the product [CH3:7][C:8](=[CH:10][CH2:11][CH2:12][CH:13]([CH2:15][CH2:16][OH:17])[CH3:14])[CH3:9], predict the reactants needed to synthesize it. The reactants are: [H-].[H-].[H-].[H-].[Li+].[Al+3].[CH3:7][C:8](=[CH:10][CH2:11][CH2:12][C@H:13]([CH2:15][CH:16]=[O:17])[CH3:14])[CH3:9]. (3) Given the product [Cl:10][C:11]1[CH:12]=[C:13]([NH:18][C:19]2[C:28]3[C:23](=[CH:24][CH:25]=[CH:26][C:27]=3[O:29][CH2:30][C@@H:31]([N:33]([CH3:39])[C:34](=[O:38])[CH2:35][O:36][CH3:37])[CH3:32])[N:22]=[CH:21][N:20]=2)[CH:14]=[CH:15][C:16]=1[O:17][CH2:8][C:3]1[CH:4]=[CH:5][CH:6]=[CH:7][N:2]=1, predict the reactants needed to synthesize it. The reactants are: Cl.[N:2]1[CH:7]=[CH:6][CH:5]=[CH:4][C:3]=1[CH2:8]Cl.[Cl:10][C:11]1[CH:12]=[C:13]([NH:18][C:19]2[C:28]3[C:23](=[CH:24][CH:25]=[CH:26][C:27]=3[O:29][CH2:30][C@@H:31]([N:33]([CH3:39])[C:34](=[O:38])[CH2:35][O:36][CH3:37])[CH3:32])[N:22]=[CH:21][N:20]=2)[CH:14]=[CH:15][C:16]=1[OH:17].